The task is: Predict the reactants needed to synthesize the given product.. This data is from Full USPTO retrosynthesis dataset with 1.9M reactions from patents (1976-2016). (1) Given the product [CH2:1]([C:7]1[CH:8]=[N:9][CH:10]=[C:11]([CH:15]=1)[C:12]([OH:14])=[O:13])[CH2:2][CH2:3][CH2:4][CH2:5][CH3:6], predict the reactants needed to synthesize it. The reactants are: [C:1]([C:7]1[CH:8]=[N:9][CH:10]=[C:11]([CH:15]=1)[C:12]([OH:14])=[O:13])#[C:2][CH2:3][CH2:4][CH2:5][CH3:6]. (2) Given the product [C:1]([C:3]1[CH:8]=[CH:7][C:6]([N:9]([CH2:14][CH3:15])[CH2:10][C:11]([N:23]([CH2:24][CH2:25][CH3:26])[CH2:20][CH2:21][CH3:22])=[O:13])=[CH:5][C:4]=1[C:16]([F:19])([F:18])[F:17])#[N:2], predict the reactants needed to synthesize it. The reactants are: [C:1]([C:3]1[CH:8]=[CH:7][C:6]([N:9]([CH2:14][CH3:15])[CH2:10][C:11]([OH:13])=O)=[CH:5][C:4]=1[C:16]([F:19])([F:18])[F:17])#[N:2].[CH2:20]([NH:23][CH2:24][CH2:25][CH3:26])[CH2:21][CH3:22]. (3) Given the product [F:15][C:14]1[CH:13]=[C:12]([NH:16][C:17]([C:19]2([C:22](=[O:23])[NH:24][C:25]3[CH:26]=[CH:27][C:28]([F:31])=[CH:29][CH:30]=3)[CH2:21][CH2:20]2)=[O:18])[C:11]([F:32])=[CH:10][C:9]=1[O:8][C:6]1[CH:5]=[CH:4][N:3]=[C:2]([NH:1][C:44]([CH:42]2[CH2:43][N:40]([C:38]([O:37][C:33]([CH3:36])([CH3:35])[CH3:34])=[O:39])[CH2:41]2)=[O:45])[CH:7]=1, predict the reactants needed to synthesize it. The reactants are: [NH2:1][C:2]1[CH:7]=[C:6]([O:8][C:9]2[C:14]([F:15])=[CH:13][C:12]([NH:16][C:17]([C:19]3([C:22]([NH:24][C:25]4[CH:30]=[CH:29][C:28]([F:31])=[CH:27][CH:26]=4)=[O:23])[CH2:21][CH2:20]3)=[O:18])=[C:11]([F:32])[CH:10]=2)[CH:5]=[CH:4][N:3]=1.[C:33]([O:37][C:38]([N:40]1[CH2:43][CH:42]([C:44](O)=[O:45])[CH2:41]1)=[O:39])([CH3:36])([CH3:35])[CH3:34].CN(C(ON1N=NC2C=CC=NC1=2)=[N+](C)C)C.F[P-](F)(F)(F)(F)F.CCN(C(C)C)C(C)C. (4) Given the product [CH3:1][O:2][C:3]1[CH:25]=[CH:24][C:6]([CH2:7][S:8][C:9]2[CH:10]=[C:11]([CH2:18][C:19]([O:21][CH2:22][CH3:23])=[O:20])[CH:12]=[CH:13][C:14]=2[NH2:15])=[CH:5][CH:4]=1, predict the reactants needed to synthesize it. The reactants are: [CH3:1][O:2][C:3]1[CH:25]=[CH:24][C:6]([CH2:7][S:8][C:9]2[CH:10]=[C:11]([CH2:18][C:19]([O:21][CH2:22][CH3:23])=[O:20])[CH:12]=[CH:13][C:14]=2[N+:15]([O-])=O)=[CH:5][CH:4]=1.[Cl-].[NH4+]. (5) Given the product [Br:5][C:6]1[C:7]([Cl:15])=[N:8][CH:9]=[C:10]([CH:14]=1)[C:11]([NH:32][C:31]1[CH:33]=[CH:34][C:28]([O:27][C:26]([F:25])([F:35])[F:36])=[CH:29][CH:30]=1)=[O:13], predict the reactants needed to synthesize it. The reactants are: O=S(Cl)Cl.[Br:5][C:6]1[C:7]([Cl:15])=[N:8][CH:9]=[C:10]([CH:14]=1)[C:11]([OH:13])=O.CCN(C(C)C)C(C)C.[F:25][C:26]([F:36])([F:35])[O:27][C:28]1[CH:34]=[CH:33][C:31]([NH2:32])=[CH:30][CH:29]=1.Cl. (6) Given the product [C:24]([O:23][C:21](=[O:22])[CH2:20][C:18]1[CH:17]=[CH:16][C:4]([O:5][C:6]2[CH:7]=[CH:8][C:9]([C:10]([O:12][CH3:13])=[O:11])=[CH:14][CH:15]=2)=[C:3]([CH2:2][NH:1][S:35]([CH3:34])(=[O:37])=[O:36])[CH:19]=1)([CH3:27])([CH3:26])[CH3:25], predict the reactants needed to synthesize it. The reactants are: [NH2:1][CH2:2][C:3]1[CH:19]=[C:18]([CH2:20][C:21]([O:23][C:24]([CH3:27])([CH3:26])[CH3:25])=[O:22])[CH:17]=[CH:16][C:4]=1[O:5][C:6]1[CH:15]=[CH:14][C:9]([C:10]([O:12][CH3:13])=[O:11])=[CH:8][CH:7]=1.N1C=CC=CC=1.[CH3:34][S:35](Cl)(=[O:37])=[O:36]. (7) Given the product [Cl:1][C:2]1[CH:3]=[C:4]([N:8]2[C:16]3[C:11](=[CH:12][CH:13]=[CH:14][C:15]=3[C:17]([OH:19])=[O:18])[CH:10]=[CH:9]2)[CH:5]=[CH:6][CH:7]=1, predict the reactants needed to synthesize it. The reactants are: [Cl:1][C:2]1[CH:3]=[C:4]([N:8]2[C:16]3[C:11](=[CH:12][CH:13]=[CH:14][C:15]=3[C:17]([O:19]C)=[O:18])[CH:10]=[CH:9]2)[CH:5]=[CH:6][CH:7]=1.[Li+].[OH-].Cl. (8) Given the product [CH3:12][S:11][C:8]1[N:7]=[C:6]([S:13][CH3:14])[C:5]2=[N:4][CH:3]=[C:2]([C:16]#[N:18])[N:10]2[N:9]=1, predict the reactants needed to synthesize it. The reactants are: Br[C:2]1[N:10]2[C:5]([C:6]([S:13][CH3:14])=[N:7][C:8]([S:11][CH3:12])=[N:9]2)=[N:4][CH:3]=1.C[C:16]([N:18](C)C)=O.